Dataset: Full USPTO retrosynthesis dataset with 1.9M reactions from patents (1976-2016). Task: Predict the reactants needed to synthesize the given product. (1) Given the product [CH2:7]([C:6]1[N:2]2[N:1]=[C:28]([CH3:30])[C:27]([C:24]3[CH:25]=[CH:26][C:21]([O:20][CH3:19])=[CH:22][CH:23]=3)=[C:9]([C:11]3[CH:18]=[CH:17][C:14]([C:15]#[N:16])=[CH:13][CH:12]=3)[C:3]2=[CH:4][CH:5]=1)[CH3:8], predict the reactants needed to synthesize it. The reactants are: [NH2:1][N:2]1[C:6]([CH2:7][CH3:8])=[CH:5][CH:4]=[C:3]1[C:9]([C:11]1[CH:18]=[CH:17][C:14]([C:15]#[N:16])=[CH:13][CH:12]=1)=O.[CH3:19][O:20][C:21]1[CH:26]=[CH:25][C:24]([CH2:27][C:28]([CH3:30])=O)=[CH:23][CH:22]=1.O.C1(C)C=CC(S(O)(=O)=O)=CC=1. (2) Given the product [Cl:1][C:2]1[C:3]2[N:12]([C:13]3[C:18]([F:19])=[CH:17][CH:16]=[CH:15][C:14]=3[F:20])[N:11]=[C:10]([C:21]3[CH:25]=[N:24][N:23]([C:27]([NH:26][CH2:29][CH3:30])=[O:28])[CH:22]=3)[C:4]=2[C:5]([O:8][CH3:9])=[N:6][CH:7]=1, predict the reactants needed to synthesize it. The reactants are: [Cl:1][C:2]1[C:3]2[N:12]([C:13]3[C:18]([F:19])=[CH:17][CH:16]=[CH:15][C:14]=3[F:20])[N:11]=[C:10]([C:21]3[CH:22]=[N:23][NH:24][CH:25]=3)[C:4]=2[C:5]([O:8][CH3:9])=[N:6][CH:7]=1.[N:26]([CH2:29][CH3:30])=[C:27]=[O:28].O. (3) Given the product [CH3:16][S:13]([C:8]1[CH:7]=[CH:6][C:5]2[C:10](=[CH:11][CH:12]=[C:3]([CH2:2][C:19]3[CH:20]=[C:21]([CH:26]=[CH:27][N:28]=3)[C:22]([O:24][CH3:25])=[O:23])[CH:4]=2)[N:9]=1)(=[O:15])=[O:14], predict the reactants needed to synthesize it. The reactants are: Cl[CH2:2][C:3]1[CH:4]=[C:5]2[C:10](=[CH:11][CH:12]=1)[N:9]=[C:8]([S:13]([CH3:16])(=[O:15])=[O:14])[CH:7]=[CH:6]2.C[Sn](C)(C)[C:19]1[CH:20]=[C:21]([CH:26]=[CH:27][N:28]=1)[C:22]([O:24][CH3:25])=[O:23]. (4) Given the product [Cl:1][C:2]1[CH:10]=[CH:9][CH:8]=[C:7]([F:11])[C:3]=1[C:4]([NH:58][C:55]1[CH:56]=[CH:57][N:53]([CH2:52][C:50]2[CH:51]=[C:46]([Cl:45])[CH:47]=[CH:48][C:49]=2[O:59][CH2:60][C:61]2[CH:62]=[CH:63][CH:64]=[CH:65][CH:66]=2)[N:54]=1)=[O:6], predict the reactants needed to synthesize it. The reactants are: [Cl:1][C:2]1[CH:10]=[CH:9][CH:8]=[C:7]([F:11])[C:3]=1[C:4]([OH:6])=O.CN(C(ON1N=NC2C=CC=NC1=2)=[N+](C)C)C.F[P-](F)(F)(F)(F)F.CCN(C(C)C)C(C)C.[Cl:45][C:46]1[CH:47]=[CH:48][C:49]([O:59][CH2:60][C:61]2[CH:66]=[CH:65][CH:64]=[CH:63][CH:62]=2)=[C:50]([CH2:52][N:53]2[CH:57]=[CH:56][C:55]([NH2:58])=[N:54]2)[CH:51]=1.